Dataset: Forward reaction prediction with 1.9M reactions from USPTO patents (1976-2016). Task: Predict the product of the given reaction. (1) Given the reactants C([CH:5]1[CH:8](OC2C=CC=CC=2)[N:7]([C:16]2[S:17][CH:18]=[C:19]([C:21](=[O:62])[NH:22][CH:23]([CH2:43][O:44][Si](C(C)(C)C)(C3C=CC=CC=3)C3C=CC=CC=3)[CH2:24][O:25][Si](C(C)(C)C)(C3C=CC=CC=3)C3C=CC=CC=3)[N:20]=2)[CH:6]1OC1C=CC=CC=1)(C)(C)C.[F-].C([N+](CCCC)(CCCC)CCCC)CCC.[O:88]1CCCC1, predict the reaction product. The product is: [OH:88][CH:5]1[CH2:6][N:7]([C:16]2[S:17][CH:18]=[C:19]([C:21](=[O:62])[NH:22][CH:23]([CH2:24][OH:25])[CH2:43][OH:44])[N:20]=2)[CH2:8]1. (2) The product is: [NH2:26][C:8]1[CH:9]=[CH:10][C:11]([NH:14][C:15](=[O:25])[C:16]([F:23])([F:24])[C:17]2[CH:22]=[CH:21][CH:20]=[CH:19][CH:18]=2)=[C:12]([F:13])[C:7]=1[CH2:6][CH2:5][OH:4]. Given the reactants C([O:4][CH2:5][CH2:6][C:7]1[C:12]([F:13])=[C:11]([NH:14][C:15](=[O:25])[C:16]([F:24])([F:23])[C:17]2[CH:22]=[CH:21][CH:20]=[CH:19][CH:18]=2)[CH:10]=[CH:9][C:8]=1[NH2:26])(=O)C.C([O-])([O-])=O.[K+].[K+].Cl, predict the reaction product. (3) Given the reactants [C:16]1([CH3:21])[CH:17]=[CH:18][CH:19]=[CH:20][C:15]=1P([C:15]1[CH:20]=[CH:19][CH:18]=[CH:17][C:16]=1[CH3:21])[C:15]1[CH:20]=[CH:19][CH:18]=[CH:17][C:16]=1[CH3:21].Br[C:24]1[CH:25]=[C:26]2[C:35]3=[C:36]([C:38]4[CH:39]=[CH:40][CH:41]=[CH:42][C:43]=4[N:34]3[C:33]3[CH:32]=[CH:31][CH:30]=[CH:29][C:28]=3[C:27]2([CH3:45])[CH3:44])[CH:37]=1.[N:46]1[C:50]2[CH:51]=[CH:52][CH:53]=[CH:54][C:49]=2[NH:48][C:47]=1B(O)O.O.P([O-])([O-])([O-])=O.[K+].[K+].[K+], predict the reaction product. The product is: [C:47]1([N:48]2[C:49]3[CH:54]=[CH:53][CH:52]=[CH:51][C:50]=3[N:46]=[C:21]2[C:16]2[C:15]([C:42]3[C:43]4[N:34]5[C:35]6[CH:36]=[CH:37][CH:24]=[CH:25][C:26]=6[C:27]([CH3:45])([CH3:44])[C:28]6[C:33]5=[C:32]([CH:31]=[CH:30][CH:29]=6)[C:38]=4[CH:39]=[CH:40][CH:41]=3)=[CH:20][CH:19]=[CH:18][CH:17]=2)[CH:18]=[CH:17][CH:16]=[CH:15][CH:20]=1. (4) Given the reactants [CH3:1][C:2]1[CH:7]=[CH:6][N:5]=[CH:4][CH:3]=1.[Br-:8].[Br:9][CH2:10][CH2:11][CH2:12][N+:13]([CH2:18][CH3:19])([CH2:16][CH3:17])[CH2:14][CH3:15], predict the reaction product. The product is: [Br-:9].[Br-:8].[CH2:14]([N+:13]([CH2:18][CH3:19])([CH2:16][CH3:17])[CH2:12][CH2:11][CH2:10][N+:5]1[CH:6]=[CH:7][C:2]([CH3:1])=[CH:3][CH:4]=1)[CH3:15].